This data is from Forward reaction prediction with 1.9M reactions from USPTO patents (1976-2016). The task is: Predict the product of the given reaction. Given the reactants [F:1][C:2]([F:11])([F:10])[C:3]1[CH:4]=[C:5]([CH:7]=[CH:8][CH:9]=1)[NH2:6].[N:12]([O-])=O.[Na+].[C:16]([O:22][CH3:23])(=[O:21])[CH2:17][C:18]([CH3:20])=[O:19].C([O-])(=O)C.[Na+], predict the reaction product. The product is: [O:19]=[C:18]([CH3:20])[C:17](=[N:12][NH:6][C:5]1[CH:7]=[CH:8][CH:9]=[C:3]([C:2]([F:10])([F:11])[F:1])[CH:4]=1)[C:16]([O:22][CH3:23])=[O:21].